Dataset: Catalyst prediction with 721,799 reactions and 888 catalyst types from USPTO. Task: Predict which catalyst facilitates the given reaction. Reactant: [C:1]([Si:5]([CH3:13])([CH3:12])[O:6][CH2:7][CH2:8][CH2:9][S:10][CH3:11])([CH3:4])([CH3:3])[CH3:2].[O-:14]I(=O)(=O)=O.[Na+]. Product: [C:1]([Si:5]([CH3:12])([CH3:13])[O:6][CH2:7][CH2:8][CH2:9][S:10]([CH3:11])=[O:14])([CH3:4])([CH3:3])[CH3:2]. The catalyst class is: 72.